From a dataset of Peptide-MHC class II binding affinity with 134,281 pairs from IEDB. Regression. Given a peptide amino acid sequence and an MHC pseudo amino acid sequence, predict their binding affinity value. This is MHC class II binding data. The peptide sequence is LHKLGYILRDISKIPGG. The MHC is DRB3_0101 with pseudo-sequence DRB3_0101. The binding affinity (normalized) is 0.649.